From a dataset of Aqueous solubility values for 9,982 compounds from the AqSolDB database. Regression/Classification. Given a drug SMILES string, predict its absorption, distribution, metabolism, or excretion properties. Task type varies by dataset: regression for continuous measurements (e.g., permeability, clearance, half-life) or binary classification for categorical outcomes (e.g., BBB penetration, CYP inhibition). For this dataset (solubility_aqsoldb), we predict Y. (1) The compound is CC1(C)C(C(=O)OC(C#N)c2cccc(Oc3ccccc3)c2)C1(C)C. The Y is -6.02 log mol/L. (2) The drug is COc1c(O)c(Cl)c(Cl)c(Cl)c1Cl. The Y is -4.02 log mol/L.